Task: Predict the reaction yield, written as a fraction of the theoretical maximum amount of product (1.0 means a 100% yield; for example, 0.34 means a 34% yield).. Dataset: Reaction yield outcomes from USPTO patents with 853,638 reactions The reactants are [CH3:1][O:2][C:3](=[O:26])[C:4]1[CH:9]=[CH:8][C:7]([O:10][CH2:11][CH2:12][C:13]2[N:14]=[C:15]([C:19]3[CH:24]=[CH:23][CH:22]=[CH:21][CH:20]=3)[O:16][C:17]=2[CH3:18])=[CH:6][C:5]=1[OH:25].C([O-])([O-])=O.[K+].[K+].[CH2:33](I)[CH3:34].O. The catalyst is CN(C=O)C.CCCCCC.C(OCC)(=O)C. The product is [CH3:1][O:2][C:3](=[O:26])[C:4]1[CH:9]=[CH:8][C:7]([O:10][CH2:11][CH2:12][C:13]2[N:14]=[C:15]([C:19]3[CH:24]=[CH:23][CH:22]=[CH:21][CH:20]=3)[O:16][C:17]=2[CH3:18])=[CH:6][C:5]=1[O:25][CH2:33][CH3:34]. The yield is 0.966.